Dataset: Forward reaction prediction with 1.9M reactions from USPTO patents (1976-2016). Task: Predict the product of the given reaction. (1) Given the reactants Br[C:2]1[CH:7]=[CH:6][CH:5]=[CH:4][C:3]=1[S:8]([N:11]1[CH2:19][C:13]2([CH2:16][S:15](=[O:18])(=[O:17])[CH2:14]2)[CH2:12]1)(=[O:10])=[O:9].[F:20][C:21]1[CH:26]=[C:25](B2OC(C)(C)C(C)(C)O2)[CH:24]=[CH:23][C:22]=1[C:36]1[CH:37]=[N:38][C:39]([NH2:42])=[N:40][CH:41]=1, predict the reaction product. The product is: [NH2:42][C:39]1[N:40]=[CH:41][C:36]([C:22]2[CH:23]=[CH:24][C:25]([C:2]3[CH:7]=[CH:6][CH:5]=[CH:4][C:3]=3[S:8]([N:11]3[CH2:19][C:13]4([CH2:16][S:15](=[O:18])(=[O:17])[CH2:14]4)[CH2:12]3)(=[O:10])=[O:9])=[CH:26][C:21]=2[F:20])=[CH:37][N:38]=1. (2) Given the reactants C[O:2][C@@H:3]([C:5]1[N:6]=[CH:7][N:8]([C:10]2[CH:27]=[C:15]3[C:16]4[C:21]([CH2:22][CH2:23][N:14]3[C:13](=[O:28])[CH2:12][N:11]=2)=[C:20]([C:24]([CH3:26])=[CH2:25])[CH:19]=[CH:18][CH:17]=4)[CH:9]=1)[CH3:4].[BH4-].[Na+], predict the reaction product. The product is: [CH:24]1([C:20]2[CH:19]=[CH:18][CH:17]=[C:16]3[C:21]=2[CH2:22][CH2:23][N:14]2[C:13](=[O:28])[CH2:12][N:11]=[C:10]([N:8]4[CH:9]=[C:5]([CH:3]([OH:2])[CH3:4])[N:6]=[CH:7]4)[CH:27]=[C:15]23)[CH2:26][CH2:25]1. (3) Given the reactants [Cl:1][C:2]1[CH:3]=[C:4]([C:12]2[S:16][N:15]=[C:14]([C:17]3[C:18]([CH2:26][CH3:27])=[C:19]([CH2:23][CH:24]=O)[CH:20]=[CH:21][CH:22]=3)[N:13]=2)[CH:5]=[N:6][C:7]=1[O:8][CH:9]([CH3:11])[CH3:10].[NH:28]1[CH2:33][CH2:32][CH:31]([C:34]([O:36][CH2:37][CH3:38])=[O:35])[CH2:30][CH2:29]1.C(O[BH-](OC(=O)C)OC(=O)C)(=O)C.[Na+], predict the reaction product. The product is: [Cl:1][C:2]1[CH:3]=[C:4]([C:12]2[S:16][N:15]=[C:14]([C:17]3[C:18]([CH2:26][CH3:27])=[C:19]([CH2:23][CH2:24][N:28]4[CH2:33][CH2:32][CH:31]([C:34]([O:36][CH2:37][CH3:38])=[O:35])[CH2:30][CH2:29]4)[CH:20]=[CH:21][CH:22]=3)[N:13]=2)[CH:5]=[N:6][C:7]=1[O:8][CH:9]([CH3:11])[CH3:10]. (4) Given the reactants [N:1]1([C:7]([O:9][C:10]([CH3:13])([CH3:12])[CH3:11])=[O:8])[CH2:6][CH2:5][NH:4][CH2:3][CH2:2]1.[Br:14][CH2:15][CH2:16]Br.CCN(C(C)C)C(C)C, predict the reaction product. The product is: [Br:14][CH2:15][CH2:16][N:4]1[CH2:5][CH2:6][N:1]([C:7]([O:9][C:10]([CH3:13])([CH3:12])[CH3:11])=[O:8])[CH2:2][CH2:3]1. (5) The product is: [CH3:11][CH:12]([S:14][C:2]1[CH:7]=[CH:6][C:5]([C:8](=[O:10])[CH3:9])=[CH:4][CH:3]=1)[CH3:13]. Given the reactants Cl[C:2]1[CH:7]=[CH:6][C:5]([C:8](=[O:10])[CH3:9])=[CH:4][CH:3]=1.[CH3:11][CH:12]([S-:14])[CH3:13].[Na+].O, predict the reaction product. (6) Given the reactants CC1(C)C(C)(C)OB([C:9]2[CH:10]=[C:11]([NH:15][C:16](=[O:22])[O:17][C:18]([CH3:21])([CH3:20])[CH3:19])[CH:12]=[N:13][CH:14]=2)O1.I[C:25]1[S:29][C:28]([C:30]2[CH:31]=[C:32]3[C:36](=[CH:37][CH:38]=2)[N:35]([CH3:39])[C:34](=[O:40])[CH2:33]3)=[CH:27][CH:26]=1, predict the reaction product. The product is: [CH3:39][N:35]1[C:36]2[C:32](=[CH:31][C:30]([C:28]3[S:29][C:25]([C:9]4[CH:10]=[C:11]([NH:15][C:16](=[O:22])[O:17][C:18]([CH3:19])([CH3:20])[CH3:21])[CH:12]=[N:13][CH:14]=4)=[CH:26][CH:27]=3)=[CH:38][CH:37]=2)[CH2:33][C:34]1=[O:40]. (7) Given the reactants [CH3:1][O:2][C:3]1[N:7]([C:8]2[CH:13]=[CH:12][C:11]([C:14](=[O:21])[NH:15][CH2:16][CH2:17][CH2:18][O:19][CH3:20])=[CH:10][N:9]=2)[N:6]=[CH:5][C:4]=1[C:22]([O:24]CC)=[O:23].[OH-].[Li+].Cl, predict the reaction product. The product is: [CH3:1][O:2][C:3]1[N:7]([C:8]2[CH:13]=[CH:12][C:11]([C:14](=[O:21])[NH:15][CH2:16][CH2:17][CH2:18][O:19][CH3:20])=[CH:10][N:9]=2)[N:6]=[CH:5][C:4]=1[C:22]([OH:24])=[O:23].